The task is: Regression. Given a peptide amino acid sequence and an MHC pseudo amino acid sequence, predict their binding affinity value. This is MHC class I binding data.. This data is from Peptide-MHC class I binding affinity with 185,985 pairs from IEDB/IMGT. (1) The peptide sequence is RVVVQIDPEY. The MHC is HLA-A33:01 with pseudo-sequence HLA-A33:01. The binding affinity (normalized) is 0. (2) The binding affinity (normalized) is 0.553. The peptide sequence is TLAVPYNMR. The MHC is HLA-A33:01 with pseudo-sequence HLA-A33:01. (3) The peptide sequence is LSEEIGLDL. The MHC is HLA-A26:01 with pseudo-sequence HLA-A26:01. The binding affinity (normalized) is 0.0847. (4) The peptide sequence is RTSKAALER. The MHC is HLA-A24:02 with pseudo-sequence HLA-A24:02. The binding affinity (normalized) is 0. (5) The peptide sequence is AQGYKVLVL. The MHC is HLA-B07:02 with pseudo-sequence HLA-B07:02. The binding affinity (normalized) is 0.